Dataset: Catalyst prediction with 721,799 reactions and 888 catalyst types from USPTO. Task: Predict which catalyst facilitates the given reaction. (1) Reactant: [CH3:1][C:2]([O:5][C:6]([NH:8][C@H:9]([C:20]([OH:22])=[O:21])[CH2:10][C:11]1[CH:16]=[CH:15][C:14]([N+:17]([O-])=O)=[CH:13][CH:12]=1)=[O:7])([CH3:4])[CH3:3]. Product: [NH2:17][C:14]1[CH:13]=[CH:12][C:11]([CH2:10][C@@H:9]([C:20]([OH:22])=[O:21])[NH:8][C:6]([O:5][C:2]([CH3:1])([CH3:3])[CH3:4])=[O:7])=[CH:16][CH:15]=1. The catalyst class is: 29. (2) Reactant: [Br:1][C:2]1[CH:7]=[CH:6][CH:5]=[C:4]([Br:8])[CH:3]=1.[CH2:9](I)[CH3:10].[Li+].CC([N-]C(C)C)C.[NH4+].[Cl-]. Product: [Br:1][C:2]1[CH:7]=[CH:6][CH:5]=[C:4]([Br:8])[C:3]=1[CH2:9][CH3:10]. The catalyst class is: 1. (3) The catalyst class is: 56. Product: [Cl:15][C:16]1[CH:17]=[CH:18][C:19]([S:46]([CH2:49][CH3:50])(=[O:47])=[O:48])=[C:20]([CH:45]=1)[CH2:21][N:22]1[C:31](=[O:32])[C:30]2[C:25](=[CH:26][C:27]([CH2:37][N:38]3[CH2:43][CH2:42][N:41]([CH:52]([CH3:54])[CH3:51])[CH2:40][CH2:39]3)=[C:28]([C:33]([F:36])([F:34])[F:35])[CH:29]=2)[NH:24][C:23]1=[O:44]. Reactant: C(O[BH-](OC(=O)C)OC(=O)C)(=O)C.[Na+].[Cl:15][C:16]1[CH:17]=[CH:18][C:19]([S:46]([CH2:49][CH3:50])(=[O:48])=[O:47])=[C:20]([CH:45]=1)[CH2:21][N:22]1[C:31](=[O:32])[C:30]2[C:25](=[CH:26][C:27]([CH2:37][N:38]3[CH2:43][CH2:42][NH:41][CH2:40][CH2:39]3)=[C:28]([C:33]([F:36])([F:35])[F:34])[CH:29]=2)[NH:24][C:23]1=[O:44].[CH3:51][C:52]([CH3:54])=O.C(=O)(O)[O-].[Na+]. (4) Reactant: Cl[C:2]1[C:3]2[C:4](=[CH:13][N:14](CC3C=CC(OC)=CC=3)[N:15]=2)[N:5]=[C:6]([C:8]2[CH:12]=[CH:11][S:10][CH:9]=2)[N:7]=1.C(OC(=O)[NH:31][C@@H:32]1[CH2:37][CH2:36][CH2:35][CH2:34][C@H:33]1[NH2:38])(C)(C)C.Cl. Product: [S:10]1[CH:11]=[CH:12][C:8]([C:6]2[N:7]=[C:2]([NH:31][C@@H:32]3[CH2:37][CH2:36][CH2:35][CH2:34][C@H:33]3[NH2:38])[C:3]3[NH:15][N:14]=[CH:13][C:4]=3[N:5]=2)=[CH:9]1. The catalyst class is: 71.